This data is from Catalyst prediction with 721,799 reactions and 888 catalyst types from USPTO. The task is: Predict which catalyst facilitates the given reaction. Reactant: [OH:1][CH:2]([C:4]1[N:5]=[C:6]([C:9]2[CH:14]=[CH:13][CH:12]=[CH:11][C:10]=2[NH:15][C:16]([O:18][CH2:19][CH:20]2[CH2:25][CH2:24][N:23](C(OC(C)(C)C)=O)[CH2:22][CH2:21]2)=[O:17])[S:7][CH:8]=1)[CH3:3].FC(F)(F)C(O)=O. Product: [OH:1][CH:2]([C:4]1[N:5]=[C:6]([C:9]2[CH:14]=[CH:13][CH:12]=[CH:11][C:10]=2[NH:15][C:16](=[O:17])[O:18][CH2:19][CH:20]2[CH2:25][CH2:24][NH:23][CH2:22][CH2:21]2)[S:7][CH:8]=1)[CH3:3]. The catalyst class is: 4.